This data is from Full USPTO retrosynthesis dataset with 1.9M reactions from patents (1976-2016). The task is: Predict the reactants needed to synthesize the given product. (1) Given the product [CH2:8]([O:9][CH:11]1[CH2:12][CH2:13][CH2:14][CH2:15][O:10]1)[C:5]1[CH:6]=[CH:7][CH:2]=[CH:3][CH:4]=1, predict the reactants needed to synthesize it. The reactants are: Br[C:2]1[CH:7]=[CH:6][C:5]([CH2:8][OH:9])=[CH:4][CH:3]=1.[O:10]1[CH:15]=[CH:14][CH2:13][CH2:12][CH2:11]1.S(C1C=CC(C)=CC=1)([O-])(=O)=O.[NH+]1C=CC=CC=1.C(=O)([O-])O.[Na+]. (2) Given the product [F:23][C:14]1[C:15](=[O:22])[N:16]2[C:20](=[C:21]([NH:10][S:7]([C:4]3([CH2:1][CH:2]=[CH2:3])[CH2:6][CH2:5]3)(=[O:8])=[O:9])[C:13]=1[NH:12][C:24]1[CH:29]=[CH:28][C:27]([I:30])=[CH:26][C:25]=1[F:31])[CH2:19][CH2:18][CH2:17]2, predict the reactants needed to synthesize it. The reactants are: [CH2:1]([C:4]1([S:7]([N:10]2[C:21]3[C:13](=[C:14]([F:23])[C:15](=[O:22])[N:16]4[C:20]=3[CH2:19][CH2:18][CH2:17]4)[N:12]([C:24]3[CH:29]=[CH:28][C:27]([I:30])=[CH:26][C:25]=3[F:31])C2=O)(=[O:9])=[O:8])[CH2:6][CH2:5]1)[CH:2]=[CH2:3].CO. (3) Given the product [CH2:1]([N:8]1[C:39](=[O:42])[C:40]2[C:11](=[CH:12][C:13]([Cl:19])=[CH:14][CH:15]=2)[N:10]=[C:9]1[CH:20]([N:24]1[CH:33]=[CH:34][N:43]=[C:25]1[C:26]1[CH:27]=[CH:28][CH:29]=[CH:30][CH:31]=1)[CH:21]([CH3:23])[CH3:22])[C:2]1[CH:7]=[CH:6][CH:5]=[CH:4][CH:3]=1, predict the reactants needed to synthesize it. The reactants are: [CH2:1]([N:8]1C(=O)C2[C:11](=[CH:12][C:13]([Cl:19])=[CH:14][CH:15]=2)[N:10]=[C:9]1[CH:20]([N:24]([CH2:33][CH:34](OC)OC)[C:25](=O)[C:26]1[CH:31]=[CH:30][CH:29]=[CH:28][CH:27]=1)[CH:21]([CH3:23])[CH3:22])[C:2]1[CH:7]=[CH:6][CH:5]=[CH:4][CH:3]=1.[C:39]([O-:42])(=O)[CH3:40].[NH4+:43]. (4) Given the product [CH3:1][O:2][C:9](=[O:10])[C:8]1[CH:12]=[C:4]([Cl:3])[CH:5]=[CH:6][C:7]=1[F:13], predict the reactants needed to synthesize it. The reactants are: [CH3:1][OH:2].[Cl:3][C:4]1[CH:5]=[CH:6][C:7]([F:13])=[C:8]([CH:12]=1)[C:9](Cl)=[O:10]. (5) Given the product [OH:38][CH2:39][CH2:40][N:41]([CH2:42][CH2:43][OH:44])[C:21]([N:11]1[C:12]([C:14]2[CH:15]=[CH:16][C:17]([Cl:20])=[CH:18][CH:19]=2)([CH3:13])[C:8]([C:5]2[CH:6]=[CH:7][C:2]([Cl:1])=[CH:3][CH:4]=2)([CH3:37])[N:9]=[C:10]1[C:24]1[CH:29]=[CH:28][C:27]([C:30]([F:32])([F:33])[F:31])=[CH:26][C:25]=1[O:34][CH2:35][CH3:36])=[O:22], predict the reactants needed to synthesize it. The reactants are: [Cl:1][C:2]1[CH:7]=[CH:6][C:5]([C:8]2([CH3:37])[C:12]([C:14]3[CH:19]=[CH:18][C:17]([Cl:20])=[CH:16][CH:15]=3)([CH3:13])[N:11]([C:21](Cl)=[O:22])[C:10]([C:24]3[CH:29]=[CH:28][C:27]([C:30]([F:33])([F:32])[F:31])=[CH:26][C:25]=3[O:34][CH2:35][CH3:36])=[N:9]2)=[CH:4][CH:3]=1.[OH:38][CH2:39][CH2:40][NH:41][CH2:42][CH2:43][OH:44]. (6) Given the product [C:12]([O:11][C:9]([NH:24][C@@H:25]([CH2:30][C:31]1[CH:36]=[CH:35][CH:34]=[CH:33][CH:32]=1)[C:26](=[O:29])[CH2:27][Cl:28])=[O:10])([CH3:13])([CH3:14])[CH3:15], predict the reactants needed to synthesize it. The reactants are: [C:9](O[C:9]([O:11][C:12]([CH3:15])([CH3:14])[CH3:13])=[O:10])([O:11][C:12]([CH3:15])([CH3:14])[CH3:13])=[O:10].C(N(CC)CC)C.Cl.[NH2:24][C@@H:25]([CH2:30][C:31]1[CH:36]=[CH:35][CH:34]=[CH:33][CH:32]=1)[C:26](=[O:29])[CH2:27][Cl:28].[Cl-].[Na+]. (7) The reactants are: [S:1]([O:8][C:9]1[C:13]2[N:14]=[C:15]([N:22]3[CH2:27][CH2:26][N:25]([C:28]4[CH:33]=[CH:32][C:31]([Cl:34])=[CH:30][CH:29]=4)[CH2:24][CH2:23]3)[N:16]=[C:17]([NH:18][CH2:19][CH2:20][CH3:21])[C:12]=2[S:11][CH:10]=1)([C:4]([F:7])([F:6])[F:5])(=[O:3])=[O:2].[BH4-].[Na+]. Given the product [S:1]([O:8][CH:9]1[C:13]2[N:14]=[C:15]([N:22]3[CH2:27][CH2:26][N:25]([C:28]4[CH:29]=[CH:30][C:31]([Cl:34])=[CH:32][CH:33]=4)[CH2:24][CH2:23]3)[N:16]=[C:17]([NH:18][CH2:19][CH2:20][CH3:21])[C:12]=2[S:11][CH2:10]1)([C:4]([F:6])([F:5])[F:7])(=[O:3])=[O:2], predict the reactants needed to synthesize it. (8) Given the product [F:1][C:2]1[CH:7]=[CH:6][C:5]([C:8]2[C:17]([N:18]3[C:27]4[C:22](=[CH:23][C:24]([O:28][CH3:29])=[CH:25][CH:26]=4)[CH2:21][CH2:20][CH2:19]3)=[N:16][C:15]3[C:10](=[CH:11][CH:12]=[C:13]([C:30]([OH:32])=[O:31])[CH:14]=3)[N:9]=2)=[CH:4][CH:3]=1, predict the reactants needed to synthesize it. The reactants are: [F:1][C:2]1[CH:7]=[CH:6][C:5]([C:8]2[C:17]([N:18]3[C:27]4[C:22](=[CH:23][C:24]([O:28][CH3:29])=[CH:25][CH:26]=4)[CH2:21][CH2:20][CH2:19]3)=[N:16][C:15]3[C:10](=[CH:11][CH:12]=[C:13]([C:30]([O:32]C)=[O:31])[CH:14]=3)[N:9]=2)=[CH:4][CH:3]=1.[OH-].[Na+].